Dataset: Reaction yield outcomes from USPTO patents with 853,638 reactions. Task: Predict the reaction yield, written as a fraction of the theoretical maximum amount of product (1.0 means a 100% yield; for example, 0.34 means a 34% yield). The reactants are [Cl:1][C:2]1[CH:3]=[CH:4][C:5]([S:21][CH2:22][C:23]2[CH:28]=[CH:27][CH:26]=[C:25]([O:29]C)[CH:24]=2)=[C:6]([NH:8][S:9]([C:12]2[O:13][C:14]3[CH:20]=[CH:19][CH:18]=[CH:17][C:15]=3[CH:16]=2)(=[O:11])=[O:10])[CH:7]=1.B(Br)(Br)Br. The catalyst is C(Cl)Cl.CCOC(C)=O. The yield is 0.640. The product is [Cl:1][C:2]1[CH:3]=[CH:4][C:5]([S:21][CH2:22][C:23]2[CH:28]=[CH:27][CH:26]=[C:25]([OH:29])[CH:24]=2)=[C:6]([NH:8][S:9]([C:12]2[O:13][C:14]3[CH:20]=[CH:19][CH:18]=[CH:17][C:15]=3[CH:16]=2)(=[O:11])=[O:10])[CH:7]=1.